Predict the reaction yield, written as a fraction of the theoretical maximum amount of product (1.0 means a 100% yield; for example, 0.34 means a 34% yield). From a dataset of Reaction yield outcomes from USPTO patents with 853,638 reactions. (1) The reactants are [CH2:1]([N:4]1[C:12]2[C:11](=[O:13])[NH:10][C:9](=[O:14])[NH:8][C:7]=2[N:6]=[CH:5]1)[CH:2]=[CH2:3].C1C(=O)N([Cl:22])C(=O)C1.CO. The catalyst is CN(C=O)C. The product is [Cl:22][C:5]1[N:4]([CH2:1][CH:2]=[CH2:3])[C:12]2[C:11](=[O:13])[NH:10][C:9](=[O:14])[NH:8][C:7]=2[N:6]=1. The yield is 0.620. (2) The reactants are [F:1][C:2]1[CH:7]=[C:6]([CH2:8][OH:9])[CH:5]=[CH:4][N:3]=1.[Si:10](Cl)([C:13]([CH3:16])([CH3:15])[CH3:14])([CH3:12])[CH3:11].N1C=CN=C1.C(OCC)(=O)C. The catalyst is ClCCl. The product is [Si:10]([O:9][CH2:8][C:6]1[CH:5]=[CH:4][N:3]=[C:2]([F:1])[CH:7]=1)([C:13]([CH3:16])([CH3:15])[CH3:14])([CH3:12])[CH3:11]. The yield is 0.810. (3) The yield is 0.909. The product is [CH3:3][CH:4]1[CH2:13][C:12]2[N:11]=[N:10][C:9]([C:14]3[CH:19]=[CH:18][CH:17]=[C:16]([C:20]([F:23])([F:22])[F:21])[CH:15]=3)=[CH:8][C:7]=2[CH:6]([OH:24])[CH2:5]1. The reactants are [BH4-].[Na+].[CH3:3][CH:4]1[CH2:13][C:12]2[N:11]=[N:10][C:9]([C:14]3[CH:19]=[CH:18][CH:17]=[C:16]([C:20]([F:23])([F:22])[F:21])[CH:15]=3)=[CH:8][C:7]=2[C:6](=[O:24])[CH2:5]1. The catalyst is C(O)C. (4) The reactants are [C:1]([C:3]1[C:4]([CH:19]([C:23]2[CH:28]=[CH:27][C:26]([Cl:29])=[C:25]([Cl:30])[CH:24]=2)[CH2:20][CH:21]=[O:22])=[C:5]([C:14]([O:16][CH2:17][CH3:18])=[O:15])[S:6][C:7]=1[N:8]1[CH2:13][CH2:12][O:11][CH2:10][CH2:9]1)#[N:2].[BH4-].[Na+]. The catalyst is C(O)C. The product is [C:1]([C:3]1[C:4]([CH:19]([C:23]2[CH:28]=[CH:27][C:26]([Cl:29])=[C:25]([Cl:30])[CH:24]=2)[CH2:20][CH2:21][OH:22])=[C:5]([C:14]([O:16][CH2:17][CH3:18])=[O:15])[S:6][C:7]=1[N:8]1[CH2:9][CH2:10][O:11][CH2:12][CH2:13]1)#[N:2]. The yield is 0.757. (5) The reactants are [Cl:1][C:2]1[C:3]2[C:4]3[C:5](=[C:23]([CH3:26])[O:24][N:25]=3)[C:6](=[O:22])[N:7]([CH:12]3[CH2:17][CH2:16][CH2:15][N:14]([CH2:18][C:19]([OH:21])=O)[CH2:13]3)[C:8]=2[CH:9]=[CH:10][CH:11]=1.[NH2:27][C:28]1[CH:29]=[N:30][CH:31]=[CH:32][CH:33]=1.Cl.CN(C)CCCN=C=NCC.ON1C2N=CC=CC=2N=N1.C(N(CC)CC)C. The catalyst is CN(C)C1C=CN=CC=1.CN(C)C=O. The product is [Cl:1][C:2]1[C:3]2[C:4]3[C:5](=[C:23]([CH3:26])[O:24][N:25]=3)[C:6](=[O:22])[N:7]([CH:12]3[CH2:17][CH2:16][CH2:15][N:14]([CH2:18][C:19]([NH:27][C:28]4[CH:29]=[N:30][CH:31]=[CH:32][CH:33]=4)=[O:21])[CH2:13]3)[C:8]=2[CH:9]=[CH:10][CH:11]=1. The yield is 0.330. (6) The reactants are [OH-].[Na+].C[O:4][C:5](=[O:15])[CH2:6][S:7][C:8]1[CH:13]=[CH:12][CH:11]=[CH:10][C:9]=1[Br:14]. The catalyst is C1COCC1. The product is [Br:14][C:9]1[CH:10]=[CH:11][CH:12]=[CH:13][C:8]=1[S:7][CH2:6][C:5]([OH:15])=[O:4]. The yield is 0.890. (7) The reactants are Cl[CH2:2][CH2:3][CH2:4][N:5]1[C:14]2[C:9](=[CH:10][C:11]([F:16])=[C:12]([F:15])[CH:13]=2)[CH2:8][CH2:7][C:6]1=[O:17].[CH:18]1([CH2:21][O:22][CH:23]2[CH2:28][CH2:27][NH:26][CH2:25][CH2:24]2)[CH2:20][CH2:19]1.[Na+].[I-].C([O-])([O-])=O.[K+].[K+]. The catalyst is CC#N.CN(C=O)C.O. The product is [CH:18]1([CH2:21][O:22][CH:23]2[CH2:28][CH2:27][N:26]([CH2:2][CH2:3][CH2:4][N:5]3[C:14]4[C:9](=[CH:10][C:11]([F:16])=[C:12]([F:15])[CH:13]=4)[CH2:8][CH2:7][C:6]3=[O:17])[CH2:25][CH2:24]2)[CH2:19][CH2:20]1. The yield is 0.810.